This data is from Reaction yield outcomes from USPTO patents with 853,638 reactions. The task is: Predict the reaction yield, written as a fraction of the theoretical maximum amount of product (1.0 means a 100% yield; for example, 0.34 means a 34% yield). (1) The reactants are C(N(CC)CC)C.Cl.[Cl:9][C:10]1[CH:11]=[C:12]2[C:16](=[CH:17][CH:18]=1)[NH:15][CH:14]=[C:13]2[CH2:19][CH2:20][NH2:21].[I:22][C:23]1[CH:31]=[CH:30][C:26]([C:27](Cl)=[O:28])=[CH:25][CH:24]=1. The catalyst is ClCCl. The yield is 0.450. The product is [Cl:9][C:10]1[CH:11]=[C:12]2[C:16](=[CH:17][CH:18]=1)[NH:15][CH:14]=[C:13]2[CH2:19][CH2:20][NH:21][C:27](=[O:28])[C:26]1[CH:30]=[CH:31][C:23]([I:22])=[CH:24][CH:25]=1. (2) The reactants are [OH:1][C@@H:2]1[CH2:6][CH2:5][NH:4][CH2:3]1.C(N(CC)CC)C.Cl[C:15]([O:17][CH2:18][C:19]1[CH:24]=[CH:23][CH:22]=[CH:21][CH:20]=1)=[O:16]. The catalyst is C(Cl)Cl. The product is [OH:1][C@@H:2]1[CH2:6][CH2:5][N:4]([C:15]([O:17][CH2:18][C:19]2[CH:24]=[CH:23][CH:22]=[CH:21][CH:20]=2)=[O:16])[CH2:3]1. The yield is 0.620.